Task: Binary Classification. Given a T-cell receptor sequence (or CDR3 region) and an epitope sequence, predict whether binding occurs between them.. Dataset: TCR-epitope binding with 47,182 pairs between 192 epitopes and 23,139 TCRs The epitope is KTWGQYWQV. The TCR CDR3 sequence is CASSRTGVQGNEQFF. Result: 0 (the TCR does not bind to the epitope).